This data is from Catalyst prediction with 721,799 reactions and 888 catalyst types from USPTO. The task is: Predict which catalyst facilitates the given reaction. Reactant: [F:1][C:2]([F:21])([C:17]([F:20])([F:19])[F:18])[CH2:3][CH2:4][CH2:5][O:6][CH2:7][CH2:8][CH2:9][CH2:10][CH2:11][C:12]([O:14]CC)=[O:13].[OH-].[Na+]. Product: [F:1][C:2]([F:21])([C:17]([F:18])([F:19])[F:20])[CH2:3][CH2:4][CH2:5][O:6][CH2:7][CH2:8][CH2:9][CH2:10][CH2:11][C:12]([OH:14])=[O:13]. The catalyst class is: 12.